This data is from Blood-brain barrier penetration binary classification data from Martins et al.. The task is: Regression/Classification. Given a drug SMILES string, predict its absorption, distribution, metabolism, or excretion properties. Task type varies by dataset: regression for continuous measurements (e.g., permeability, clearance, half-life) or binary classification for categorical outcomes (e.g., BBB penetration, CYP inhibition). Dataset: bbb_martins. (1) The compound is COC(C(=O)N[C@@H]1C(=O)N2[C@@H](C(=O)O)C(C)(C)S[C@H]12)c1ccc(Cl)c(Cl)c1. The result is 0 (does not penetrate BBB). (2) The compound is C[C@]12CC[C@H]3[C@@H](CCC4=CC(=O)CC[C@@]43C)[C@@H]1CC[C@@H]2O. The result is 0 (does not penetrate BBB). (3) The molecule is CCn1cc(C(=O)O)c(=O)c2cc(F)c(N3CCNC(C)C3)c(F)c21. The result is 0 (does not penetrate BBB). (4) The compound is CCc1cc(C(N)=S)ccn1. The result is 1 (penetrates BBB). (5) The drug is CCc1c(C)[nH]c2c1C(=O)C(CN1CCOCC1)CC2. The result is 1 (penetrates BBB). (6) The molecule is CCC(=O)N(c1ccccc1)C1(COC)CCN(CCc2cccs2)CC1. The result is 1 (penetrates BBB). (7) The compound is CNC1CCN2c3ccccc3CCc3cccc1c32. The result is 1 (penetrates BBB).